This data is from Forward reaction prediction with 1.9M reactions from USPTO patents (1976-2016). The task is: Predict the product of the given reaction. Given the reactants [CH3:1][O:2][C:3](=[O:16])[CH:4]=[CH:5][C:6]1[CH:11]=[CH:10][CH:9]=[C:8]([S:12](Cl)(=[O:14])=[O:13])[CH:7]=1.[CH3:17][O:18][C:19]1[CH:20]=[C:21]([NH2:25])[CH:22]=[CH:23][CH:24]=1.C([O-])(O)=O.[Na+], predict the reaction product. The product is: [CH3:1][O:2][C:3](=[O:16])[CH:4]=[CH:5][C:6]1[CH:11]=[CH:10][CH:9]=[C:8]([S:12](=[O:14])(=[O:13])[NH:25][C:21]2[CH:22]=[CH:23][CH:24]=[C:19]([O:18][CH3:17])[CH:20]=2)[CH:7]=1.